From a dataset of Catalyst prediction with 721,799 reactions and 888 catalyst types from USPTO. Predict which catalyst facilitates the given reaction. (1) Reactant: [Cl:1][C:2]1[N:3]=[C:4]([N:24]2[CH:28]=[CH:27][CH:26]=[N:25]2)[C:5](=[O:23])[N:6]([CH2:18][CH:19]([CH3:22])[CH2:20][CH3:21])[C:7]=1[C:8]1[C:13]([F:14])=[CH:12][C:11]([O:15]C)=[CH:10][C:9]=1[F:17].B(Br)(Br)Br. Product: [Cl:1][C:2]1[N:3]=[C:4]([N:24]2[CH:28]=[CH:27][CH:26]=[N:25]2)[C:5](=[O:23])[N:6]([CH2:18][CH:19]([CH3:22])[CH2:20][CH3:21])[C:7]=1[C:8]1[C:9]([F:17])=[CH:10][C:11]([OH:15])=[CH:12][C:13]=1[F:14]. The catalyst class is: 4. (2) Reactant: B.C1C[O:5]CC1.[CH2:7]([O:9][C:10]([C:12]1[C:13]([C:36]([O:38][CH2:39][CH3:40])=[O:37])=[C:14]([CH2:33][CH:34]=[CH2:35])[N:15]2[C:20]=1[C:19]([C:21]1[CH:26]=[CH:25][CH:24]=[CH:23][CH:22]=1)=[CH:18][C:17]([N:27]1[CH2:32][CH2:31][O:30][CH2:29][CH2:28]1)=[N:16]2)=[O:11])[CH3:8].[OH-].[Na+].OO. Product: [CH2:7]([O:9][C:10]([C:12]1[C:13]([C:36]([O:38][CH2:39][CH3:40])=[O:37])=[C:14]([CH2:33][CH2:34][CH2:35][OH:5])[N:15]2[C:20]=1[C:19]([C:21]1[CH:22]=[CH:23][CH:24]=[CH:25][CH:26]=1)=[CH:18][C:17]([N:27]1[CH2:28][CH2:29][O:30][CH2:31][CH2:32]1)=[N:16]2)=[O:11])[CH3:8]. The catalyst class is: 1. (3) Reactant: [O-:1][C:2]#[N:3].[Na+].[I:5][C:6]1[CH:7]=[C:8]([CH:10]=[CH:11][CH:12]=1)[NH2:9]. The catalyst class is: 211. Product: [I:5][C:6]1[CH:7]=[C:8]([NH:9][C:2]([NH2:3])=[O:1])[CH:10]=[CH:11][CH:12]=1. (4) Reactant: [NH2:1][C:2]1[CH:3]=[C:4]([NH:9][C:10](=[O:22])[C:11]2[CH:16]=[CH:15][CH:14]=[C:13]([C:17]([C:20]#[N:21])([CH3:19])[CH3:18])[CH:12]=2)[CH:5]=[CH:6][C:7]=1[Br:8].[N:23]1[CH:28]=[CH:27][N:26]=[C:25]2[S:29][C:30]([C:32](Cl)=[O:33])=[CH:31][C:24]=12. Product: [Br:8][C:7]1[CH:6]=[CH:5][C:4]([NH:9][C:10](=[O:22])[C:11]2[CH:16]=[CH:15][CH:14]=[C:13]([C:17]([C:20]#[N:21])([CH3:18])[CH3:19])[CH:12]=2)=[CH:3][C:2]=1[NH:1][C:32]([C:30]1[S:29][C:25]2=[N:26][CH:27]=[CH:28][N:23]=[C:24]2[CH:31]=1)=[O:33]. The catalyst class is: 38. (5) Reactant: [C:1]([O:5][C:6](=[O:40])[N:7]([C@H:9]([C:11](=[O:39])[NH:12][C@@H:13]1[C:19](=[O:20])[N:18]([CH2:21][C:22]2[C:31]3[C:26](=[CH:27][C:28]([Br:32])=[CH:29][CH:30]=3)[CH:25]=[CH:24][C:23]=2[O:33][CH3:34])[C:17]2[CH:35]=[CH:36][CH:37]=[CH:38][C:16]=2[NH:15][CH2:14]1)[CH3:10])[CH3:8])([CH3:4])([CH3:3])[CH3:2].[N:41]1[CH:46]=[C:45]([C:47]([OH:49])=O)[N:44]=[CH:43][C:42]=1[C:50]([OH:52])=O.O=P(Cl)(Cl)Cl. Product: [Br:32][C:28]1[CH:27]=[C:26]2[C:31](=[CH:30][CH:29]=1)[C:22]([CH2:21][N:18]1[C:17]3[CH:35]=[CH:36][CH:37]=[CH:38][C:16]=3[N:15]([C:47]([C:45]3[CH:46]=[N:41][C:42]([C:50]([N:15]4[C:16]5[CH:38]=[CH:37][CH:36]=[CH:35][C:17]=5[N:18]([CH2:21][C:22]5[C:31]6[C:26](=[CH:27][C:28]([Br:32])=[CH:29][CH:30]=6)[CH:25]=[CH:24][C:23]=5[O:33][CH3:34])[C:19](=[O:20])[C@@H:13]([NH:12][C:11](=[O:39])[C@@H:9]([N:7]([C:6]([O:5][C:1]([CH3:4])([CH3:3])[CH3:2])=[O:40])[CH3:8])[CH3:10])[CH2:14]4)=[O:52])=[CH:43][N:44]=3)=[O:49])[CH2:14][C@H:13]([NH:12][C:11](=[O:39])[C@@H:9]([N:7]([CH3:8])[C:6](=[O:40])[O:5][C:1]([CH3:2])([CH3:3])[CH3:4])[CH3:10])[C:19]1=[O:20])=[C:23]([O:33][CH3:34])[CH:24]=[CH:25]2. The catalyst class is: 17.